From a dataset of HIV replication inhibition screening data with 41,000+ compounds from the AIDS Antiviral Screen. Binary Classification. Given a drug SMILES string, predict its activity (active/inactive) in a high-throughput screening assay against a specified biological target. (1) The compound is N#Cc1c(-c2ccccc2)c(C#N)c(=O)n(NS(=O)(=O)c2ccccc2)c1O. The result is 0 (inactive). (2) The compound is CC(=O)OC1CCC2(CO)C(CCC3C4CCC(=O)C4(C)CCC32)C1. The result is 0 (inactive). (3) The drug is CCCCCCCCCCCCCCCC=C(c1cc(Cl)c(OC)c(C(=O)O)c1)c1cc(Cl)c(OC)c(C(=O)O)c1.N. The result is 0 (inactive).